From a dataset of Reaction yield outcomes from USPTO patents with 853,638 reactions. Predict the reaction yield, written as a fraction of the theoretical maximum amount of product (1.0 means a 100% yield; for example, 0.34 means a 34% yield). The reactants are [CH2:1]([C:3]1[N:4]([C:28]2[CH:33]=[CH:32][C:31]([OH:34])=[CH:30][CH:29]=2)[C:5](=[O:27])[C:6]([CH2:12][C:13]2[CH:18]=[CH:17][C:16]([C:19]3[C:20]([C:25]#[N:26])=[CH:21][CH:22]=[CH:23][CH:24]=3)=[CH:15][CH:14]=2)=[C:7]([CH2:9][CH2:10][CH3:11])[N:8]=1)[CH3:2].[CH3:35][C:36]1([OH:43])[CH2:41][CH2:40][CH:39](O)[CH2:38][CH2:37]1.C1(P(C2C=CC=CC=2)C2C=CC=CC=2)C=CC=CC=1.[N:64]([C:65]([O:67]C(C)C)=[O:66])=[N:64][C:65]([O:67]C(C)C)=[O:66]. The catalyst is O1CCCC1.O.C(OCC)(=O)C. The product is [CH2:1]([C:3]1[N:4]([C:28]2[CH:33]=[CH:32][C:31]([O:34][CH:39]3[CH2:40][CH2:41][C:36]([OH:43])([CH3:35])[CH2:37][CH2:38]3)=[CH:30][CH:29]=2)[C:5](=[O:27])[C:6]([CH2:12][C:13]2[CH:18]=[CH:17][C:16]([C:19]3[CH:24]=[CH:23][CH:22]=[CH:21][C:20]=3[C:25]3[NH:64][C:65](=[O:66])[O:67][N:26]=3)=[CH:15][CH:14]=2)=[C:7]([CH2:9][CH2:10][CH3:11])[N:8]=1)[CH3:2]. The yield is 0.190.